The task is: Predict the reaction yield, written as a fraction of the theoretical maximum amount of product (1.0 means a 100% yield; for example, 0.34 means a 34% yield).. This data is from Reaction yield outcomes from USPTO patents with 853,638 reactions. (1) The reactants are [Cl:1][C:2]1[N:10]=[CH:9][N:8]=[C:7]2[C:3]=1[N:4]=[CH:5][N:6]2[CH:11]1[CH:15]2[O:16][C:17]([CH3:20])([CH3:19])[O:18][CH:14]2[CH:13]([CH2:21][OH:22])[O:12]1.C1(P(C2C=CC=CC=2)C2C=CC=CC=2)C=CC=CC=1.[CH3:42][O:43][C:44]([C:46]1[O:50][N:49]=[C:48](O)[CH:47]=1)=[O:45].CCOC(/N=N/C(OCC)=O)=O. The catalyst is ClCCl. The product is [CH3:42][O:43][C:44]([C:46]1[O:50][N:49]=[C:48]([O:22][CH2:21][CH:13]2[CH:14]3[CH:15]([O:16][C:17]([CH3:19])([CH3:20])[O:18]3)[CH:11]([N:6]3[CH:5]=[N:4][C:3]4[C:7]3=[N:8][CH:9]=[N:10][C:2]=4[Cl:1])[O:12]2)[CH:47]=1)=[O:45]. The yield is 0.950. (2) The reactants are [CH3:1][CH2:2][CH2:3][CH2:4][CH2:5][CH2:6][CH2:7][CH2:8][CH2:9][CH2:10][CH2:11][CH2:12][O:13][C:14]([CH:16]([N:18]([CH3:20])[CH3:19])[CH3:17])=[O:15].[CH3:21][S:22]([OH:25])(=[O:24])=[O:23]. The catalyst is C(OCC)(=O)C. The product is [CH3:21][S:22]([OH:25])(=[O:24])=[O:23].[CH3:19][N:18]([CH3:20])[CH:16]([CH3:17])[C:14]([O:13][CH2:12][CH2:11][CH2:10][CH2:9][CH2:8][CH2:7][CH2:6][CH2:5][CH2:4][CH2:3][CH2:2][CH3:1])=[O:15]. The yield is 0.973. (3) The reactants are [F:1][C:2]1[CH:9]=[CH:8][CH:7]=[CH:6][C:3]=1[CH:4]=O.[O:10]=[C:11]([CH:13](P(=O)(OCC)OCC)[CH2:14][CH2:15][CH2:16][CH2:17][CH3:18])[CH3:12]. No catalyst specified. The product is [F:1][C:2]1[CH:9]=[CH:8][CH:7]=[CH:6][C:3]=1/[CH:4]=[C:13](\[CH2:14][CH2:15][CH2:16][CH2:17][CH3:18])/[C:11](=[O:10])[CH3:12]. The yield is 0.0900. (4) The catalyst is C(Cl)Cl. The reactants are C(=O)(OC)[O:2][C:3]1[CH:8]=[C:7]([N+:9]([O-:11])=[O:10])[C:6]([F:12])=[CH:5][C:4]=1[C:13]([CH3:16])([CH3:15])[CH3:14].N1CCCCC1. The product is [C:13]([C:4]1[CH:5]=[C:6]([F:12])[C:7]([N+:9]([O-:11])=[O:10])=[CH:8][C:3]=1[OH:2])([CH3:16])([CH3:14])[CH3:15]. The yield is 0.620.